This data is from Catalyst prediction with 721,799 reactions and 888 catalyst types from USPTO. The task is: Predict which catalyst facilitates the given reaction. (1) Reactant: Cl[C:2]1[C:7]([C:8]2[O:12][N:11]=[C:10]([C:13]3[CH:18]=[CH:17][CH:16]=[C:15]([Cl:19])[CH:14]=3)[N:9]=2)=[CH:6][CH:5]=[CH:4][N:3]=1.[CH:20]1([CH2:23][CH2:24][OH:25])[CH2:22][CH2:21]1.[H-].[Na+]. Product: [Cl:19][C:15]1[CH:14]=[C:13]([C:10]2[N:9]=[C:8]([C:7]3[C:2]([O:25][CH2:24][CH2:23][CH:20]4[CH2:22][CH2:21]4)=[N:3][CH:4]=[CH:5][CH:6]=3)[O:12][N:11]=2)[CH:18]=[CH:17][CH:16]=1. The catalyst class is: 20. (2) Reactant: [F:1][C@H:2]1[CH2:19][C@@:17]2([CH3:18])[C@@H:13]([CH2:14][CH2:15][C:16]2=[O:20])[C@H:12]2[C@H:3]1[C:4]1[CH:5]=[CH:6][C:7]([OH:43])=[CH:8][C:9]=1[CH2:10][C@H:11]2[CH2:21][CH2:22][CH2:23][CH2:24][CH2:25][N:26]([CH3:42])[CH2:27][CH2:28][C:29]([F:41])([F:40])[C:30]([F:39])([F:38])[C:31]([F:37])([F:36])[C:32]([F:35])([F:34])[F:33].[BH4-].[Na+]. Product: [F:1][C@H:2]1[CH2:19][C@@:17]2([CH3:18])[C@@H:13]([CH2:14][CH2:15][C@@H:16]2[OH:20])[C@H:12]2[C@H:3]1[C:4]1[CH:5]=[CH:6][C:7]([OH:43])=[CH:8][C:9]=1[CH2:10][C@H:11]2[CH2:21][CH2:22][CH2:23][CH2:24][CH2:25][N:26]([CH3:42])[CH2:27][CH2:28][C:29]([F:40])([F:41])[C:30]([F:38])([F:39])[C:31]([F:36])([F:37])[C:32]([F:33])([F:34])[F:35]. The catalyst class is: 5. (3) Reactant: [CH3:1][O:2][C:3]1[CH:8]=[CH:7][CH:6]=[CH:5][C:4]=1[C:9]1[CH:17]=[CH:16][CH:15]=[C:14]2[C:10]=1[C:11]([NH2:18])=[N:12][NH:13]2.CC1(C)OC(=O)[CH:23]([C:27]([CH:29]2[CH2:34][CH2:33][N:32]([C:35]([O:37][C:38]([CH3:41])([CH3:40])[CH3:39])=[O:36])[CH2:31][CH2:30]2)=O)[C:22](=O)[O:21]1.P([O-])([O-])([O-])=O.[K+].[K+].[K+]. Product: [CH3:1][O:2][C:3]1[CH:8]=[CH:7][CH:6]=[CH:5][C:4]=1[C:9]1[C:10]2[C:14]([CH:15]=[CH:16][CH:17]=1)=[N:13][N:12]1[C:27]([CH:29]3[CH2:34][CH2:33][N:32]([C:35]([O:37][C:38]([CH3:41])([CH3:40])[CH3:39])=[O:36])[CH2:31][CH2:30]3)=[CH:23][C:22](=[O:21])[NH:18][C:11]=21. The catalyst class is: 10. (4) Reactant: C(OC([N:8]1[CH2:13][CH2:12][C:11]([C:27]2[CH:32]=[CH:31][C:30]([Cl:33])=[CH:29][CH:28]=2)([CH2:14][O:15][C:16]2[CH:25]=[C:24]3[C:19]([C:20](=[O:26])[NH:21][CH:22]=[N:23]3)=[CH:18][CH:17]=2)[CH2:10][CH2:9]1)=O)(C)(C)C.CO. Product: [Cl:33][C:30]1[CH:31]=[CH:32][C:27]([C:11]2([CH2:14][O:15][C:16]3[CH:25]=[C:24]4[C:19]([C:20](=[O:26])[NH:21][CH:22]=[N:23]4)=[CH:18][CH:17]=3)[CH2:12][CH2:13][NH:8][CH2:9][CH2:10]2)=[CH:28][CH:29]=1. The catalyst class is: 89. (5) The catalyst class is: 6. Product: [CH2:1]([OH:6])[CH2:2][CH2:3][CH2:4][CH3:5].[C:7]1([CH3:14])[C:8]([CH3:13])=[CH:9][CH:10]=[CH:11][CH:12]=1. Reactant: [CH2:1]([OH:6])[CH2:2][CH2:3][CH2:4][CH3:5].[C:7]1([CH3:14])[C:8]([CH3:13])=[CH:9][CH:10]=[CH:11][CH:12]=1.